Dataset: Reaction yield outcomes from USPTO patents with 853,638 reactions. Task: Predict the reaction yield, written as a fraction of the theoretical maximum amount of product (1.0 means a 100% yield; for example, 0.34 means a 34% yield). (1) The reactants are [BH4-].[Li+].Cl[Si](C)(C)C.[CH3:8][O:9][C:10]1[CH:15]=[C:14]([C:16]([F:19])([F:18])[F:17])[CH:13]=[CH:12][C:11]=1/[CH:20]=[CH:21]/[N+:22]([O-])=O. The catalyst is C1COCC1. The product is [CH3:8][O:9][C:10]1[CH:15]=[C:14]([C:16]([F:17])([F:19])[F:18])[CH:13]=[CH:12][C:11]=1[CH2:20][CH2:21][NH2:22]. The yield is 0.954. (2) The reactants are [Br:1][C:2]1[CH:3]=[C:4](I)[C:5]([NH:8][C:9](=[O:11])[CH3:10])=[N:6][CH:7]=1.C(N(CC)CC)C.[CH3:20][Si:21]([C:24]#[CH:25])([CH3:23])[CH3:22]. The catalyst is ClCCl.Cl[Pd-2](Cl)(P(C1C=CC=CC=1)(C1C=CC=CC=1)C1C=CC=CC=1)P(C1C=CC=CC=1)(C1C=CC=CC=1)C1C=CC=CC=1.[Cu]I. The product is [Br:1][C:2]1[CH:3]=[C:4]([C:25]#[C:24][Si:21]([CH3:23])([CH3:22])[CH3:20])[C:5]([NH:8][C:9](=[O:11])[CH3:10])=[N:6][CH:7]=1. The yield is 0.810. (3) The yield is 0.190. The reactants are Cl[C:2]1[N:11]=[C:10]([NH:12][CH2:13][CH:14]([C:21]2[CH:26]=[CH:25][CH:24]=[CH:23][CH:22]=2)[C:15]2[CH:20]=[CH:19][CH:18]=[CH:17][CH:16]=2)[C:9]2[C:4](=[CH:5][CH:6]=[CH:7][CH:8]=2)[N:3]=1.[CH3:27][N:28]1[C:36]2[C:31](=[CH:32][C:33](B(O)O)=[CH:34][CH:35]=2)[CH:30]=[CH:29]1.C(NC1C2C(=CC=CC=2)N=C(C2SC3C=CC=CC=3C=2)N=1)(C1C=CC=CC=1)C1C=CC=CC=1. The product is [C:15]1([CH:14]([C:21]2[CH:26]=[CH:25][CH:24]=[CH:23][CH:22]=2)[CH2:13][NH:12][C:10]2[C:9]3[C:4](=[CH:5][CH:6]=[CH:7][CH:8]=3)[N:3]=[C:2]([C:33]3[CH:32]=[C:31]4[C:36](=[CH:35][CH:34]=3)[N:28]([CH3:27])[CH:29]=[CH:30]4)[N:11]=2)[CH:20]=[CH:19][CH:18]=[CH:17][CH:16]=1. The catalyst is C1CCCCC1.CCOC(C)=O. (4) The product is [CH3:44][CH:43]([O:42][N:41]=[C:2]1[CH2:3][CH2:4][CH:5]([N:8]2[C:13](=[O:14])[C:12]([CH2:15][C:16]3[CH:21]=[CH:20][C:19]([C:22]4[CH:27]=[CH:26][CH:25]=[CH:24][C:23]=4[C:28]4[NH:32][C:31](=[O:33])[O:30][N:29]=4)=[CH:18][CH:17]=3)=[C:11]([CH2:34][CH2:35][CH3:36])[N:10]3[N:37]=[CH:38][N:39]=[C:9]23)[CH2:6][CH2:7]1)[CH3:45]. The catalyst is O.C(OCC)(=O)C. The yield is 0.790. The reactants are O=[C:2]1[CH2:7][CH2:6][CH:5]([N:8]2[C:13](=[O:14])[C:12]([CH2:15][C:16]3[CH:21]=[CH:20][C:19]([C:22]4[CH:27]=[CH:26][CH:25]=[CH:24][C:23]=4[C:28]4[NH:32][C:31](=[O:33])[O:30][N:29]=4)=[CH:18][CH:17]=3)=[C:11]([CH2:34][CH2:35][CH3:36])[N:10]3[N:37]=[CH:38][N:39]=[C:9]23)[CH2:4][CH2:3]1.Cl.[NH2:41][O:42][CH:43]([CH3:45])[CH3:44].N1C=CC=CC=1.Cl. (5) The reactants are [CH3:1][N:2]([CH3:21])[C@H:3]1[CH2:8][CH2:7][C@H:6]([N:9]([CH2:19][CH3:20])[C:10]2[S:14][CH:13]=[C:12]([C:15](O)=[O:16])[C:11]=2[CH3:18])[CH2:5][CH2:4]1.Cl.Cl.[NH2:24]C1C(=O)C(CN)=C(C)NC=1C.C1C=NC2N(O)N=NC=2C=1.C(Cl)CCl. The catalyst is CS(C)=O.O. The product is [CH3:1][N:2]([CH3:21])[C@H:3]1[CH2:8][CH2:7][C@H:6]([N:9]([CH2:19][CH3:20])[C:10]2[S:14][CH:13]=[C:12]([C:15]([NH2:24])=[O:16])[C:11]=2[CH3:18])[CH2:5][CH2:4]1. The yield is 0.390. (6) The reactants are O1CCCCC1[O:7][C:8](=O)[CH2:9][CH2:10][C@H:11]([C@@H:13]1[C@:30]2([CH3:31])[C@H:16]([C@H:17]3[C@H:27]([CH2:28][CH2:29]2)[C@:25]2([CH3:26])[C:20]([CH2:21][C@@H:22]([O:32][CH:33]4[CH2:38][CH2:37][CH2:36][CH2:35][O:34]4)[CH2:23][CH2:24]2)=[CH:19][CH2:18]3)[CH2:15][CH2:14]1)[CH3:12].[H-].[H-].[H-].[H-].[Li+].[Al+3].[O-]S([O-])(=O)=O.[Na+].[Na+]. The catalyst is O1CCCC1. The product is [O:34]1[CH2:35][CH2:36][CH2:37][CH2:38][CH:33]1[O:32][C@H:22]1[CH2:23][CH2:24][C@@:25]2([CH3:26])[C:20](=[CH:19][CH2:18][C@@H:17]3[C@@H:27]2[CH2:28][CH2:29][C@@:30]2([CH3:31])[C@H:16]3[CH2:15][CH2:14][C@@H:13]2[C@H:11]([CH3:12])[CH2:10][CH2:9][CH2:8][OH:7])[CH2:21]1. The yield is 0.920. (7) The reactants are [CH3:1][C:2]([CH3:20])([CH3:19])[C:3]([CH:5]1[C:10](=O)[CH2:9][CH2:8][N:7]([C:12]([O:14][C:15]([CH3:18])([CH3:17])[CH3:16])=[O:13])[CH2:6]1)=O.[NH2:21][NH2:22].O. The catalyst is CCO. The product is [C:15]([O:14][C:12]([N:7]1[CH2:8][CH2:9][C:10]2[NH:21][N:22]=[C:3]([C:2]([CH3:20])([CH3:19])[CH3:1])[C:5]=2[CH2:6]1)=[O:13])([CH3:18])([CH3:17])[CH3:16]. The yield is 0.254. (8) The reactants are C1(C#C)C=CC=CC=1.[C:9]([C:11]1[CH:16]=[CH:15][CH:14]=[CH:13][N:12]=1)#[CH:10].[N:17]([C:20]1[S:21][C:22]([C:26]([NH:28][CH2:29][C:30]2[CH:35]=[CH:34][CH:33]=[CH:32][CH:31]=2)=[O:27])=[C:23]([CH3:25])[N:24]=1)=[N+:18]=[N-:19]. No catalyst specified. The product is [CH2:29]([NH:28][C:26]([C:22]1[S:21][C:20]([N:17]2[CH:10]=[C:9]([C:11]3[CH:16]=[CH:15][CH:14]=[CH:13][N:12]=3)[N:19]=[N:18]2)=[N:24][C:23]=1[CH3:25])=[O:27])[C:30]1[CH:31]=[CH:32][CH:33]=[CH:34][CH:35]=1. The yield is 0.340. (9) The reactants are [CH:1]([C:4]1[CH:5]=[C:6]([OH:10])[CH:7]=[CH:8][CH:9]=1)([CH3:3])[CH3:2].[Br:11]N1C(=O)CCC1=O.O.BrC1C=CC(C(C)C)=CC=1O. The catalyst is C(=S)=S. The product is [Br:11][C:5]1[C:4]([CH:1]([CH3:3])[CH3:2])=[CH:9][CH:8]=[CH:7][C:6]=1[OH:10]. The yield is 0.700.